The task is: Predict the reactants needed to synthesize the given product.. This data is from Full USPTO retrosynthesis dataset with 1.9M reactions from patents (1976-2016). (1) Given the product [CH2:10]([C:12]1[CH:17]=[C:16]([N+:18]([O-:20])=[O:19])[CH:15]=[CH:14][C:13]=1[N:21]=[C:22]1[S:23][CH2:8][C:3]2([CH2:7][CH2:6][CH2:5][CH2:4]2)[NH:2]1)[CH3:11], predict the reactants needed to synthesize it. The reactants are: Cl.[NH2:2][C:3]1([CH2:8]Cl)[CH2:7][CH2:6][CH2:5][CH2:4]1.[CH2:10]([C:12]1[CH:17]=[C:16]([N+:18]([O-:20])=[O:19])[CH:15]=[CH:14][C:13]=1[N:21]=[C:22]=[S:23])[CH3:11]. (2) Given the product [CH2:30]([O:33][C:37](=[O:38])[NH:27][C:7]1([C:2]2[CH:3]=[N:4][CH:5]=[CH:6][N:1]=2)[CH2:8][CH2:9]1)[CH:31]=[CH2:32], predict the reactants needed to synthesize it. The reactants are: [N:1]1[CH:6]=[CH:5][N:4]=[CH:3][C:2]=1[C:7]1(C(O)=O)[CH2:9][CH2:8]1.C1(P([N:27]=[N+]=[N-])(C2C=CC=CC=2)=O)C=CC=CC=1.[CH2:30]([OH:33])[CH:31]=[CH2:32].CCO[C:37](C)=[O:38]. (3) Given the product [Cl:18][C:17]1[C:12]([N:9]2[CH2:10][CH2:11][C:3]3[C:2]([NH:30][C:27]4[CH:28]=[CH:29][C:21]5[N:20]([CH3:19])[CH2:25][CH2:24][O:23][C:22]=5[CH:26]=4)=[N:7][CH:6]=[N:5][C:4]=3[CH2:8]2)=[N:13][CH:14]=[CH:15][CH:16]=1, predict the reactants needed to synthesize it. The reactants are: Cl[C:2]1[C:3]2[CH2:11][CH2:10][N:9]([C:12]3[C:17]([Cl:18])=[CH:16][CH:15]=[CH:14][N:13]=3)[CH2:8][C:4]=2[N:5]=[CH:6][N:7]=1.[CH3:19][N:20]1[CH2:25][CH2:24][O:23][C:22]2[CH:26]=[C:27]([NH2:30])[CH:28]=[CH:29][C:21]1=2.[I-].[Na+]. (4) Given the product [CH3:14][C:12]([NH:15][C:16](=[O:21])[C:17]([F:18])([F:19])[F:20])([CH3:13])[CH2:11][C:6]1[CH:5]=[CH:10][C:9]([C:26]2[N:25]=[C:22]([CH3:23])[S:24][CH:27]=2)=[CH:8][CH:7]=1, predict the reactants needed to synthesize it. The reactants are: BrCC([C:5]1[CH:10]=[CH:9][CH:8]=[CH:7][C:6]=1[CH2:11][C:12]([NH:15][C:16](=[O:21])[C:17]([F:20])([F:19])[F:18])([CH3:14])[CH3:13])=O.[C:22]([NH2:25])(=[S:24])[CH3:23].[CH2:26](O)[CH3:27].